From a dataset of Peptide-MHC class I binding affinity with 185,985 pairs from IEDB/IMGT. Regression. Given a peptide amino acid sequence and an MHC pseudo amino acid sequence, predict their binding affinity value. This is MHC class I binding data. The peptide sequence is RTLNAWVKLIE. The MHC is Mamu-A02 with pseudo-sequence Mamu-A02. The binding affinity (normalized) is 0.323.